From a dataset of Full USPTO retrosynthesis dataset with 1.9M reactions from patents (1976-2016). Predict the reactants needed to synthesize the given product. (1) Given the product [CH3:3][O:4][C:5](=[O:20])[C:6]1[CH:11]=[CH:10][C:9]([NH:12][CH2:13][CH2:14][C:15]#[N:16])=[C:8]([NH2:17])[CH:7]=1, predict the reactants needed to synthesize it. The reactants are: [Cl-].[NH4+].[CH3:3][O:4][C:5](=[O:20])[C:6]1[CH:11]=[CH:10][C:9]([NH:12][CH2:13][CH2:14][C:15]#[N:16])=[C:8]([N+:17]([O-])=O)[CH:7]=1. (2) Given the product [Br:20][C:21]1[CH:22]=[C:23]2[C:27](=[CH:28][CH:29]=1)[NH:26][C:25]([C:30]([O:32][CH2:1][C:2]1[CH:7]=[CH:6][CH:5]=[CH:4][CH:3]=1)=[O:31])=[CH:24]2, predict the reactants needed to synthesize it. The reactants are: [CH2:1](Br)[C:2]1[CH:7]=[CH:6][CH:5]=[CH:4][CH:3]=1.N12CCCN=C1CCCCC2.[Br:20][C:21]1[CH:22]=[C:23]2[C:27](=[CH:28][CH:29]=1)[NH:26][C:25]([C:30]([OH:32])=[O:31])=[CH:24]2. (3) Given the product [C:1]([C@H:5]1[CH2:10][CH2:9][C@H:8]([O:11][C:12]2[CH:13]=[C:14]3[C:19](=[CH:20][CH:21]=2)[CH:18]=[C:17]([C:22]([N:24]2[CH2:29][CH2:28][CH:27]([C:30]([OH:32])=[O:31])[CH2:26][CH2:25]2)=[O:23])[CH:16]=[CH:15]3)[CH2:7][CH2:6]1)([CH3:4])([CH3:2])[CH3:3], predict the reactants needed to synthesize it. The reactants are: [C:1]([C@H:5]1[CH2:10][CH2:9][C@H:8]([O:11][C:12]2[CH:13]=[C:14]3[C:19](=[CH:20][CH:21]=2)[CH:18]=[C:17]([C:22]([N:24]2[CH2:29][CH2:28][CH:27]([C:30]([O:32]C)=[O:31])[CH2:26][CH2:25]2)=[O:23])[CH:16]=[CH:15]3)[CH2:7][CH2:6]1)([CH3:4])([CH3:3])[CH3:2].[OH-].[Na+].O.Cl. (4) Given the product [Cl:22][C:20]1[CH:19]=[CH:18][C:17]([CH2:23][N:24]2[CH2:29][CH2:28][N:27]([C:30]([O:32][CH:33]([C:34]([F:37])([F:36])[F:35])[C:38]([F:41])([F:40])[F:39])=[O:31])[CH2:26][CH2:25]2)=[C:16]([N:14]2[CH2:15][CH:10]3[CH:11]([CH2:12][NH:8][CH2:9]3)[CH2:13]2)[CH:21]=1, predict the reactants needed to synthesize it. The reactants are: C(OC([N:8]1[CH2:12][CH:11]2[CH2:13][N:14]([C:16]3[CH:21]=[C:20]([Cl:22])[CH:19]=[CH:18][C:17]=3[CH2:23][N:24]3[CH2:29][CH2:28][N:27]([C:30]([O:32][CH:33]([C:38]([F:41])([F:40])[F:39])[C:34]([F:37])([F:36])[F:35])=[O:31])[CH2:26][CH2:25]3)[CH2:15][CH:10]2[CH2:9]1)=O)(C)(C)C.C(O)(C(F)(F)F)=O. (5) Given the product [Br:4][C:5]1[CH:10]=[C:9]([CH2:11][C:1]#[N:2])[CH:8]=[CH:7][N:6]=1, predict the reactants needed to synthesize it. The reactants are: [C-:1]#[N:2].[K+].[Br:4][C:5]1[CH:10]=[C:9]([CH2:11]Br)[CH:8]=[CH:7][N:6]=1. (6) The reactants are: [C:1]([NH:4][C:5]1[S:19][C:8]2[CH2:9][N:10]([CH2:13][C:14]([O:16]CC)=O)[CH2:11][CH2:12][C:7]=2[C:6]=1[C:20]1[S:21][C:22]2[CH:28]=[CH:27][CH:26]=[CH:25][C:23]=2[N:24]=1)(=[O:3])[CH3:2].[CH3:29][NH2:30]. Given the product [C:1]([NH:4][C:5]1[S:19][C:8]2[CH2:9][N:10]([CH2:13][C:14]([NH:30][CH3:29])=[O:16])[CH2:11][CH2:12][C:7]=2[C:6]=1[C:20]1[S:21][C:22]2[CH:28]=[CH:27][CH:26]=[CH:25][C:23]=2[N:24]=1)(=[O:3])[CH3:2], predict the reactants needed to synthesize it.